From a dataset of Catalyst prediction with 721,799 reactions and 888 catalyst types from USPTO. Predict which catalyst facilitates the given reaction. (1) Reactant: [C:1]([C:3]1[C:12]2[C:7](=[CH:8][CH:9]=[C:10]([O:13][C:14]3[CH:19]=[CH:18][CH:17]=[CH:16][CH:15]=3)[CH:11]=2)[C:6]([OH:20])=[C:5]([C:21](OC)=[O:22])[N:4]=1)#[N:2].[NH2:25][CH2:26][C@@H:27]([OH:32])[CH2:28][C:29]([OH:31])=[O:30].C[O-].[Na+]. Product: [C:1]([C:3]1[C:12]2[C:7](=[CH:8][CH:9]=[C:10]([O:13][C:14]3[CH:19]=[CH:18][CH:17]=[CH:16][CH:15]=3)[CH:11]=2)[C:6]([OH:20])=[C:5]([C:21]([NH:25][CH2:26][C@@H:27]([OH:32])[CH2:28][C:29]([OH:31])=[O:30])=[O:22])[N:4]=1)#[N:2]. The catalyst class is: 141. (2) Reactant: Br[C:2]1[C:10]2[N:9]=[CH:8][N:7]([CH:11]3[CH2:16][CH2:15][CH2:14][CH2:13][O:12]3)[C:6]=2[CH:5]=[CH:4][CH:3]=1.[CH3:17][N:18]1C(=O)CCC1. Product: [O:12]1[CH2:13][CH2:14][CH2:15][CH2:16][CH:11]1[N:7]1[C:6]2[CH:5]=[CH:4][CH:3]=[C:2]([C:17]#[N:18])[C:10]=2[N:9]=[CH:8]1. The catalyst class is: 380. (3) Reactant: [Cl:1][C:2]1[N:7]=[CH:6][C:5]([CH2:8][N:9]2[CH2:14][CH2:13][CH2:12][CH:11]3[O:15][C:16](=[O:18])[CH:17]=[C:10]23)=[CH:4][CH:3]=1.C(N(CC)CC)C.[Cl:26]N1C(=O)CCC1=O. Product: [Cl:26][C:17]1[C:16](=[O:18])[O:15][CH:11]2[CH2:12][CH2:13][CH2:14][N:9]([CH2:8][C:5]3[CH:6]=[N:7][C:2]([Cl:1])=[CH:3][CH:4]=3)[C:10]=12. The catalyst class is: 10. (4) Reactant: C(OC([N:8]1[CH2:13][CH2:12][CH2:11][CH2:10][CH:9]1[CH2:14][NH:15][C:16]1[CH:21]=[CH:20][CH:19]=[C:18]([NH:22][C:23]([NH:25][C:26]2[N:27]=[C:28]([C:31]3[CH:36]=[CH:35][N:34]=[CH:33][CH:32]=3)[S:29][CH:30]=2)=[O:24])[N:17]=1)=O)(C)(C)C.C(O)(C(F)(F)F)=O. Product: [NH:8]1[CH2:13][CH2:12][CH2:11][CH2:10][CH:9]1[CH2:14][NH:15][C:16]1[N:17]=[C:18]([NH:22][C:23]([NH:25][C:26]2[N:27]=[C:28]([C:31]3[CH:36]=[CH:35][N:34]=[CH:33][CH:32]=3)[S:29][CH:30]=2)=[O:24])[CH:19]=[CH:20][CH:21]=1. The catalyst class is: 5. (5) Reactant: [F:1][C:2]([F:32])([F:31])[C:3]1([CH2:7][N:8]2[CH2:13][CH2:12][CH:11]([CH2:14][O:15][C:16]3[N:21]=[CH:20][C:19]([C:22]4[CH:30]=[CH:29][C:25]([C:26](O)=[O:27])=[CH:24][CH:23]=4)=[CH:18][CH:17]=3)[CH2:10][CH2:9]2)[CH2:6][CH2:5][CH2:4]1.[CH3:33][NH:34][CH3:35].C(Cl)CCl.C1C=CC2N(O)N=NC=2C=1.CCN(C(C)C)C(C)C. Product: [CH3:33][N:34]([CH3:35])[C:26](=[O:27])[C:25]1[CH:24]=[CH:23][C:22]([C:19]2[CH:20]=[N:21][C:16]([O:15][CH2:14][CH:11]3[CH2:10][CH2:9][N:8]([CH2:7][C:3]4([C:2]([F:32])([F:31])[F:1])[CH2:6][CH2:5][CH2:4]4)[CH2:13][CH2:12]3)=[CH:17][CH:18]=2)=[CH:30][CH:29]=1. The catalyst class is: 18. (6) Reactant: [NH:1]1[C:9]2[C:4](=[CH:5][CH:6]=[N:7][CH:8]=2)[CH:3]=[CH:2]1.[CH3:10][C:11]([O:14][C:15](O[C:15]([O:14][C:11]([CH3:13])([CH3:12])[CH3:10])=[O:16])=[O:16])([CH3:13])[CH3:12]. Product: [N:1]1([C:15]([O:14][C:11]([CH3:13])([CH3:12])[CH3:10])=[O:16])[C:9]2=[CH:8][N:7]=[CH:6][CH:5]=[C:4]2[CH:3]=[CH:2]1. The catalyst class is: 424. (7) The catalyst class is: 41. Reactant: Cl[C:2]1[C:3]2[N:4]([C:8]([C@H:12]3[CH2:17][CH2:16][C@H:15]([CH2:18][NH:19][C:20](=[O:29])[O:21][CH2:22][C:23]4[CH:28]=[CH:27][CH:26]=[CH:25][CH:24]=4)[CH2:14][CH2:13]3)=[N:9][C:10]=2[I:11])[CH:5]=[CH:6][N:7]=1.[NH3:30]. Product: [CH2:22]([O:21][C:20](=[O:29])[NH:19][CH2:18][C@H:15]1[CH2:16][CH2:17][C@H:12]([C:8]2[N:4]3[CH:5]=[CH:6][N:7]=[C:2]([NH2:30])[C:3]3=[C:10]([I:11])[N:9]=2)[CH2:13][CH2:14]1)[C:23]1[CH:28]=[CH:27][CH:26]=[CH:25][CH:24]=1. (8) Reactant: [CH3:1][O:2][C:3]1[CH:22]=[CH:21][C:6]([CH2:7][O:8][C@H:9]([C@H:11]([OH:20])[C@H:12]([CH:18]=[CH2:19])[CH2:13][CH2:14][CH:15]([CH3:17])[CH3:16])[CH3:10])=[CH:5][CH:4]=1.CC1C=CC=C(C)N=1.FC(F)(F)S(O[Si:37]([CH:44]([CH3:46])[CH3:45])([CH:41]([CH3:43])[CH3:42])[CH:38]([CH3:40])[CH3:39])(=O)=O.C(=O)(O)[O-].[Na+]. Product: [CH:38]([Si:37]([CH:44]([CH3:46])[CH3:45])([CH:41]([CH3:43])[CH3:42])[O:20][C@H:11]([C@H:12]([CH:18]=[CH2:19])[CH2:13][CH2:14][CH:15]([CH3:16])[CH3:17])[C@@H:9]([O:8][CH2:7][C:6]1[CH:5]=[CH:4][C:3]([O:2][CH3:1])=[CH:22][CH:21]=1)[CH3:10])([CH3:40])[CH3:39]. The catalyst class is: 2. (9) Reactant: [CH2:1]([N:5]1[C:13]2[N:12]=[C:11]([Cl:14])[NH:10][C:9]=2[C:8](=[O:15])[N:7]([CH2:16][CH2:17][CH2:18][CH2:19][C:20]([OH:22])=O)[C:6]1=[O:23])[CH2:2][CH2:3][CH3:4].C1N=CN(C(N2C=NC=C2)=O)C=1.O[NH:37][C:38]([C:40]1[CH:45]=[CH:44][C:43]([OH:46])=[CH:42][CH:41]=1)=[NH:39]. The catalyst class is: 3. Product: [CH2:1]([N:5]1[C:13]2[N:12]=[C:11]([Cl:14])[NH:10][C:9]=2[C:8](=[O:15])[N:7]([CH2:16][CH2:17][CH2:18][CH2:19][C:20]2[O:22][N:39]=[C:38]([C:40]3[CH:45]=[CH:44][C:43]([OH:46])=[CH:42][CH:41]=3)[N:37]=2)[C:6]1=[O:23])[CH2:2][CH2:3][CH3:4].